Dataset: NCI-60 drug combinations with 297,098 pairs across 59 cell lines. Task: Regression. Given two drug SMILES strings and cell line genomic features, predict the synergy score measuring deviation from expected non-interaction effect. Drug 1: CC12CCC3C(C1CCC2O)C(CC4=C3C=CC(=C4)O)CCCCCCCCCS(=O)CCCC(C(F)(F)F)(F)F. Drug 2: C(CN)CNCCSP(=O)(O)O. Cell line: T-47D. Synergy scores: CSS=22.4, Synergy_ZIP=-0.656, Synergy_Bliss=-1.85, Synergy_Loewe=-11.7, Synergy_HSA=-1.29.